Predict the product of the given reaction. From a dataset of Forward reaction prediction with 1.9M reactions from USPTO patents (1976-2016). (1) Given the reactants [C:1]([C:5]1[CH:6]=[C:7]([OH:11])[CH:8]=[CH:9][CH:10]=1)([CH3:4])([CH3:3])[CH3:2].[CH2:12]([CH:14]1[O:16][CH2:15]1)Cl, predict the reaction product. The product is: [C:1]([C:5]1[CH:6]=[C:7]([CH:8]=[CH:9][CH:10]=1)[O:11][CH2:12][CH:14]1[CH2:15][O:16]1)([CH3:4])([CH3:2])[CH3:3]. (2) Given the reactants [Cl:1][C:2]1[CH:3]=[CH:4][C:5]([S:10][CH3:11])=[C:6]([NH:8][NH2:9])[CH:7]=1.[NH2:12][C:13]1[C:21]([Br:22])=[CH:20][C:19]([CH3:23])=[CH:18][C:14]=1[C:15](O)=[O:16].BrC1C(C)=CC(C(NNC2C=C(Cl)C=CC=2SCC)=O)=C([N+]([O-])=O)C=1, predict the reaction product. The product is: [NH2:12][C:13]1[C:21]([Br:22])=[CH:20][C:19]([CH3:23])=[CH:18][C:14]=1[C:15]([NH:9][NH:8][C:6]1[CH:7]=[C:2]([Cl:1])[CH:3]=[CH:4][C:5]=1[S:10][CH3:11])=[O:16]. (3) Given the reactants [F:1][C:2]1[CH:3]=[C:4]([OH:18])[CH:5]=[C:6]([F:17])[C:7]=1[N:8]1[CH:12]=[C:11]([C:13]([F:16])([F:15])[F:14])[CH:10]=[N:9]1.O[CH:20]([C:24]1[CH:34]=[CH:33][C:27]([C:28]([O:30][CH2:31][CH3:32])=[O:29])=[CH:26][CH:25]=1)[CH2:21][CH2:22][CH3:23].C1(P(C2C=CC=CC=2)C2C=CC=CC=2)C=CC=CC=1.N(C(OCCC=[N+]=[N-])=O)=NC([O-])=O, predict the reaction product. The product is: [CH2:31]([O:30][C:28](=[O:29])[C:27]1[CH:33]=[CH:34][C:24]([CH:20]([O:18][C:4]2[CH:5]=[C:6]([F:17])[C:7]([N:8]3[CH:12]=[C:11]([C:13]([F:15])([F:16])[F:14])[CH:10]=[N:9]3)=[C:2]([F:1])[CH:3]=2)[CH2:21][CH2:22][CH3:23])=[CH:25][CH:26]=1)[CH3:32].